This data is from Catalyst prediction with 721,799 reactions and 888 catalyst types from USPTO. The task is: Predict which catalyst facilitates the given reaction. (1) Reactant: [CH3:1][CH:2]1[CH2:6][CH2:5][CH2:4][N:3]1[CH2:7][CH2:8][CH2:9][O:10][C:11]1[CH:16]=[CH:15][C:14]([C:17]2[S:18][C:19]3[CH2:25][CH2:24][CH:23]([NH2:26])[CH2:22][C:20]=3[N:21]=2)=[CH:13][CH:12]=1.C(N(CC)CC)C.[C:34](Cl)(=[O:36])[CH3:35]. Product: [CH3:1][CH:2]1[CH2:6][CH2:5][CH2:4][N:3]1[CH2:7][CH2:8][CH2:9][O:10][C:11]1[CH:16]=[CH:15][C:14]([C:17]2[S:18][C:19]3[CH2:25][CH2:24][CH:23]([NH:26][C:34](=[O:36])[CH3:35])[CH2:22][C:20]=3[N:21]=2)=[CH:13][CH:12]=1. The catalyst class is: 4. (2) Reactant: [CH3:1][C:2]1[N:7]=[CH:6][C:5]([C:8]([OH:10])=[O:9])=[CH:4][CH:3]=1.CN(C(ON1N=NC2C=CC=NC1=2)=[N+](C)C)C.F[P-](F)(F)(F)(F)F.CCN(C(C)C)C(C)C.Cl.[CH3:45][C@@H:46]1[CH2:51][NH:50][CH2:49][CH2:48][N:47]1[S:52]([C:55]1[CH:60]=[CH:59][C:58]([C:61]([F:64])([F:63])[F:62])=[CH:57][CH:56]=1)(=[O:54])=[O:53]. Product: [CH:8]([OH:10])=[O:9].[CH3:45][C@@H:46]1[CH2:51][N:50]([C:8]([C:5]2[CH:6]=[N:7][C:2]([CH3:1])=[CH:3][CH:4]=2)=[O:10])[CH2:49][CH2:48][N:47]1[S:52]([C:55]1[CH:56]=[CH:57][C:58]([C:61]([F:64])([F:62])[F:63])=[CH:59][CH:60]=1)(=[O:54])=[O:53]. The catalyst class is: 59. (3) Reactant: [F:1][C:2]1[CH:3]=[N:4][CH:5]=[CH:6][C:7]=1[C:8]([C:10]1[C:19]([N+:20]([O-])=O)=[C:18]2[C:13]([CH:14]=[CH:15][CH:16]=[N:17]2)=[CH:12][CH:11]=1)=[O:9]. Product: [NH2:20][C:19]1[C:10]([C:8]([C:7]2[CH:6]=[CH:5][N:4]=[CH:3][C:2]=2[F:1])=[O:9])=[CH:11][CH:12]=[C:13]2[C:18]=1[N:17]=[CH:16][CH:15]=[CH:14]2. The catalyst class is: 123. (4) Reactant: [F:1][C:2]1[CH:3]=[C:4]2[C:9](=[CH:10][CH:11]=1)[CH:8]=[N:7][C:6]([NH:12][C:13](=[O:41])[O:14][CH2:15][CH:16]([N:27]([CH3:40])[C:28]([NH:30][CH2:31][C:32]1[CH:37]=[CH:36][CH:35]=[C:34]([F:38])[C:33]=1[Cl:39])=[O:29])[CH2:17][C:18]([CH3:26])([CH3:25])[CH2:19][O:20][P:21]([OH:24])([OH:23])=[O:22])=[CH:5]2.[OH-].[Na+:43]. Product: [P:21]([O-:24])([O-:23])([O:20][CH2:19][C:18]([CH3:25])([CH3:26])[CH2:17][C@H:16]([N:27]([CH3:40])[C:28]([NH:30][CH2:31][C:32]1[CH:37]=[CH:36][CH:35]=[C:34]([F:38])[C:33]=1[Cl:39])=[O:29])[CH2:15][O:14][C:13](=[O:41])[NH:12][C:6]1[N:7]=[CH:8][C:9]2[C:4]([CH:5]=1)=[CH:3][C:2]([F:1])=[CH:11][CH:10]=2)=[O:22].[Na+:43].[Na+:43]. The catalyst class is: 5. (5) Reactant: [NH2:1][C:2]1[N:3]=[C:4]([CH3:23])[C:5]2[CH:11]=[CH:10][C:9](=[O:12])[N:8]([C@H:13]3[CH2:18][CH2:17][C@@H:16]([O:19][CH2:20][CH2:21][OH:22])[CH2:15][CH2:14]3)[C:6]=2[N:7]=1.[Br:24]N1C(=O)CCC1=O. Product: [NH2:1][C:2]1[N:3]=[C:4]([CH3:23])[C:5]2[CH:11]=[C:10]([Br:24])[C:9](=[O:12])[N:8]([C@H:13]3[CH2:14][CH2:15][C@@H:16]([O:19][CH2:20][CH2:21][OH:22])[CH2:17][CH2:18]3)[C:6]=2[N:7]=1. The catalyst class is: 9. (6) Reactant: C[O:2][C:3](=[O:20])[C:4]1[CH:9]=[C:8]([S:10](=[O:14])(=[O:13])[NH:11][CH3:12])[CH:7]=[CH:6][C:5]=1[O:15][CH2:16][CH:17]([CH3:19])[CH3:18].[OH-].[Na+]. Product: [CH2:16]([O:15][C:5]1[CH:6]=[CH:7][C:8]([S:10](=[O:14])(=[O:13])[NH:11][CH3:12])=[CH:9][C:4]=1[C:3]([OH:20])=[O:2])[CH:17]([CH3:19])[CH3:18]. The catalyst class is: 1. (7) Reactant: [Br:1][C:2]1[NH:6][N:5]=[CH:4][CH:3]=1.Br[CH2:8][C:9]1[CH:18]=[CH:17][C:12]([C:13]([O:15][CH3:16])=[O:14])=[CH:11][CH:10]=1.CC(=O)CC. Product: [Br:1][C:2]1[N:6]([CH2:8][C:9]2[CH:18]=[CH:17][C:12]([C:13]([O:15][CH3:16])=[O:14])=[CH:11][CH:10]=2)[N:5]=[CH:4][CH:3]=1. The catalyst class is: 13. (8) Reactant: C(N(C(C)C)CC)(C)C.O.[NH2:11][NH2:12].[CH:13]1([C:16]([C:18]2[CH:19]=[N:20][C:21]([Cl:25])=[CH:22][C:23]=2Cl)=O)[CH2:15][CH2:14]1. Product: [Cl:25][C:21]1[N:20]=[CH:19][C:18]2[C:16]([CH:13]3[CH2:15][CH2:14]3)=[N:11][NH:12][C:23]=2[CH:22]=1. The catalyst class is: 39. (9) Reactant: [OH:1][C:2]1[CH:11]=[C:10]([CH3:12])[CH:9]=[CH:8][C:3]=1[C:4]([O:6][CH3:7])=[O:5].C1C(=O)N([Cl:20])C(=O)C1. Product: [Cl:20][C:9]1[C:10]([CH3:12])=[CH:11][C:2]([OH:1])=[C:3]([CH:8]=1)[C:4]([O:6][CH3:7])=[O:5]. The catalyst class is: 10.